This data is from Full USPTO retrosynthesis dataset with 1.9M reactions from patents (1976-2016). The task is: Predict the reactants needed to synthesize the given product. (1) Given the product [F:1][C:2]1[CH:3]=[CH:4][C:5]([C:6]([NH:21][C:13]2[CH:12]=[N:11][C:20]3[C:15]([CH:14]=2)=[CH:16][CH:17]=[CH:18][CH:19]=3)=[O:8])=[CH:9][CH:10]=1, predict the reactants needed to synthesize it. The reactants are: [F:1][C:2]1[CH:10]=[CH:9][C:5]([C:6]([OH:8])=O)=[CH:4][CH:3]=1.[N:11]1[C:20]2[C:15](=[CH:16][CH:17]=[CH:18][CH:19]=2)[CH:14]=[C:13]([NH2:21])[CH:12]=1.F[P-](F)(F)(F)(F)F.N1(OC(N(C)C)=[N+](C)C)C2C=CC=CC=2N=N1.C(N(CC)C(C)C)(C)C. (2) Given the product [F:1][C:2]1[CH:24]=[C:23]([N+:25]([O-:27])=[O:26])[CH:22]=[CH:21][C:3]=1[O:4][C:5]1[CH:10]=[CH:9][N:8]=[C:7]2[CH:11]=[C:12]([C:14]3[O:18][C:17]([CH2:35][NH:32][CH2:31][CH2:30][O:29][CH3:28])=[CH:16][CH:15]=3)[S:13][C:6]=12, predict the reactants needed to synthesize it. The reactants are: [F:1][C:2]1[CH:24]=[C:23]([N+:25]([O-:27])=[O:26])[CH:22]=[CH:21][C:3]=1[O:4][C:5]1[CH:10]=[CH:9][N:8]=[C:7]2[CH:11]=[C:12]([C:14]3[O:18][C:17](C=O)=[CH:16][CH:15]=3)[S:13][C:6]=12.[CH3:28][O:29][CH2:30][CH2:31][NH2:32].[BH-](OC(C)=O)(OC(C)=O)O[C:35](C)=O.[Na+].C(O)(=O)C. (3) Given the product [CH3:2][CH:3]1[CH2:8][NH:7][CH2:6][CH2:5][N:4]1[C:9]1[S:13][N:12]=[C:11]([C:14]2[CH:15]=[CH:16][CH:17]=[CH:18][CH:19]=2)[N:10]=1, predict the reactants needed to synthesize it. The reactants are: Cl.[CH3:2][CH:3]1[CH2:8][NH:7][CH2:6][CH2:5][N:4]1[C:9]1[S:13][N:12]=[C:11]([C:14]2[CH:19]=[CH:18][CH:17]=[CH:16][CH:15]=2)[N:10]=1. (4) Given the product [CH3:1][O:2][C:3](=[O:26])[C:4]1[CH:9]=[CH:8][C:7]([O:10][CH2:11][CH2:12][NH:13][C:14]([C:16]2[O:17][C:18]3[CH:19]=[CH:22][CH:35]=[C:34]([CH3:37])[C:38]=3[C:20]=2[Br:39])=[O:15])=[CH:6][CH:5]=1, predict the reactants needed to synthesize it. The reactants are: [CH3:1][O:2][C:3](=[O:26])[C:4]1[CH:9]=[CH:8][C:7]([O:10][CH2:11][CH2:12][NH:13][C:14]([C:16]2[O:17][C:18]3C=CC=[CH:22][C:19]=3[C:20]=2C)=[O:15])=[CH:6][CH:5]=1.N([C:34]([CH3:38])([CH3:37])[C:35]#N)=N[C:34]([CH3:38])([CH3:37])[C:35]#N.[Br:39]N1C(=O)CCC1=O. (5) The reactants are: I([O-])(=O)(=O)=O.[Na+].[Cl:7][C:8]1[N:13]=[C:12]([N:14]([C:22]([O:24][C:25]([CH3:28])([CH3:27])[CH3:26])=[O:23])[C:15]([O:17][C:18]([CH3:21])([CH3:20])[CH3:19])=[O:16])[N:11]=[C:10]2[N:29]([CH2:40][C:41]3[C:46]([CH3:47])=[C:45]([O:48][CH3:49])[C:44]([CH3:50])=[CH:43][N:42]=3)[N:30]=[C:31]([CH2:32][CH:33]3COC(C)(C)[O:34]3)[C:9]=12.O1CCCC1.CO. Given the product [Cl:7][C:8]1[N:13]=[C:12]([N:14]([C:22]([O:24][C:25]([CH3:28])([CH3:27])[CH3:26])=[O:23])[C:15]([O:17][C:18]([CH3:20])([CH3:19])[CH3:21])=[O:16])[N:11]=[C:10]2[N:29]([CH2:40][C:41]3[C:46]([CH3:47])=[C:45]([O:48][CH3:49])[C:44]([CH3:50])=[CH:43][N:42]=3)[N:30]=[C:31]([CH2:32][CH2:33][OH:34])[C:9]=12, predict the reactants needed to synthesize it. (6) Given the product [C:1]([C:5]1[CH:6]=[CH:7][C:8]([CH2:9][N:10]([CH2:22][CH2:23][O:24][C:32]2[CH:31]=[CH:30][CH:29]=[C:28]([F:27])[CH:33]=2)[C:11]([C:13]2[CH:14]=[CH:15][CH:16]=[C:17]3[C:21]=2[NH:20][CH:19]=[CH:18]3)=[O:12])=[CH:25][CH:26]=1)([CH3:4])([CH3:2])[CH3:3], predict the reactants needed to synthesize it. The reactants are: [C:1]([C:5]1[CH:26]=[CH:25][C:8]([CH2:9][N:10]([CH2:22][CH2:23][OH:24])[C:11]([C:13]2[CH:14]=[CH:15][CH:16]=[C:17]3[C:21]=2[NH:20][CH:19]=[CH:18]3)=[O:12])=[CH:7][CH:6]=1)([CH3:4])([CH3:3])[CH3:2].[F:27][C:28]1[CH:29]=[C:30](O)[CH:31]=[CH:32][CH:33]=1.C1(P(C2C=CC=CC=2)C2C=CC=CC=2)C=CC=CC=1.C(OC(N=NC(OCC)=O)=O)C. (7) Given the product [C:1]1([C:7]([C:9]2[CH:14]=[CH:13][C:12]([C:19]3[CH:20]=[CH:21][C:22]([O:25][CH2:26][CH:27]4[CH2:28][CH2:29][N:30]([C:33]([O:35][CH:36]([CH3:38])[CH3:37])=[O:34])[CH2:31][CH2:32]4)=[CH:23][CH:24]=3)=[CH:11][CH:10]=2)=[O:8])[CH:6]=[CH:5][CH:4]=[CH:3][CH:2]=1, predict the reactants needed to synthesize it. The reactants are: [C:1]1([C:7]([C:9]2[CH:14]=[CH:13][C:12](B(O)O)=[CH:11][CH:10]=2)=[O:8])[CH:6]=[CH:5][CH:4]=[CH:3][CH:2]=1.Br[C:19]1[CH:24]=[CH:23][C:22]([O:25][CH2:26][CH:27]2[CH2:32][CH2:31][N:30]([C:33]([O:35][CH:36]([CH3:38])[CH3:37])=[O:34])[CH2:29][CH2:28]2)=[CH:21][CH:20]=1. (8) Given the product [NH4+:8].[OH-:5].[C:1]([O:5][C:6]([N:8]1[CH2:13][CH2:12][C:11]([CH3:14])([C:15]([C:16]2[C:24]3[C:19](=[N:20][CH:21]=[C:22]([C:25]4[CH:26]=[C:27]([O:35][CH3:36])[C:28]([O:33][CH3:34])=[C:29]([O:31][CH3:32])[CH:30]=4)[N:23]=3)[NH:18][CH:17]=2)=[O:47])[CH2:10][CH2:9]1)=[O:7])([CH3:4])([CH3:3])[CH3:2].[C:1]([O:5][C:6]([N:8]1[CH2:13][CH2:12][C:11]([CH3:14])([C:15]([C:16]2[C:24]3[C:19](=[N:20][CH:21]=[C:22]([C:25]4[CH:26]=[C:27]([O:35][CH3:36])[C:28]([O:33][CH3:34])=[C:29]([O:31][CH3:32])[CH:30]=4)[N:23]=3)[N:18]([Si:37]([CH:38]([CH3:40])[CH3:39])([CH:41]([CH3:43])[CH3:42])[CH:44]([CH3:45])[CH3:46])[CH:17]=2)=[O:47])[CH2:10][CH2:9]1)=[O:7])([CH3:3])([CH3:4])[CH3:2], predict the reactants needed to synthesize it. The reactants are: [C:1]([O:5][C:6]([N:8]1[CH2:13][CH2:12][C:11]([CH:15]([OH:47])[C:16]2[C:24]3[C:19](=[N:20][CH:21]=[C:22]([C:25]4[CH:30]=[C:29]([O:31][CH3:32])[C:28]([O:33][CH3:34])=[C:27]([O:35][CH3:36])[CH:26]=4)[N:23]=3)[N:18]([Si:37]([CH:44]([CH3:46])[CH3:45])([CH:41]([CH3:43])[CH3:42])[CH:38]([CH3:40])[CH3:39])[CH:17]=2)([CH3:14])[CH2:10][CH2:9]1)=[O:7])([CH3:4])([CH3:3])[CH3:2].CC(OI1(OC(C)=O)(OC(C)=O)OC(=O)C2C=CC=CC1=2)=O. (9) Given the product [O:15]1[CH:19]=[CH:18][CH:17]=[C:16]1[CH:11]([C:10]1[CH:9]=[N:8][C:7]([C:1]2[CH:2]=[CH:3][CH:4]=[CH:5][CH:6]=2)=[CH:14][CH:13]=1)[OH:12], predict the reactants needed to synthesize it. The reactants are: [C:1]1([C:7]2[CH:14]=[CH:13][C:10]([CH:11]=[O:12])=[CH:9][N:8]=2)[CH:6]=[CH:5][CH:4]=[CH:3][CH:2]=1.[O:15]1[CH:19]=[CH:18][CH:17]=[C:16]1[Mg]Br.